Dataset: Reaction yield outcomes from USPTO patents with 853,638 reactions. Task: Predict the reaction yield, written as a fraction of the theoretical maximum amount of product (1.0 means a 100% yield; for example, 0.34 means a 34% yield). (1) The reactants are [CH3:1][O:2][C:3](=[O:13])[CH2:4][CH2:5][C:6]1[CH:11]=[CH:10][C:9]([NH2:12])=[CH:8][CH:7]=1.Cl[CH2:15][C:16]([C:18]1[CH:23]=[CH:22][CH:21]=[CH:20][CH:19]=1)=[O:17].C([O-])([O-])=O.[Cs+].[Cs+]. The catalyst is O1CCOCC1.CC([O-])=O.CC([O-])=O.[Pd+2].CC1(C)C2C(=C(P(C3C=CC=CC=3)C3C=CC=CC=3)C=CC=2)OC2C(P(C3C=CC=CC=3)C3C=CC=CC=3)=CC=CC1=2. The product is [CH3:1][O:2][C:3](=[O:13])[CH2:4][CH2:5][C:6]1[CH:11]=[CH:10][C:9]([NH:12][C:19]2[CH:20]=[CH:21][CH:22]=[CH:23][C:18]=2[C:16](=[O:17])[CH3:15])=[CH:8][CH:7]=1. The yield is 0.710. (2) The reactants are [CH:1]1([C:7]([OH:9])=[O:8])[CH2:6][CH2:5][CH2:4][CH2:3][CH2:2]1.O.[C:11](=[O:18])([S:15][CH2:16][CH3:17])[O:12][CH2:13]I. The catalyst is ClCCl. The product is [CH2:16]([S:15][C:11]([O:12][CH2:13][O:8][C:7]([CH:1]1[CH2:6][CH2:5][CH2:4][CH2:3][CH2:2]1)=[O:9])=[O:18])[CH3:17]. The yield is 1.00. (3) The reactants are Cl.[NH2:2][OH:3].[K].[CH3:5][C:6]1([CH3:35])[CH2:15][CH2:14][C:13]([CH3:17])([CH3:16])[C:12]2[CH:11]=[C:10]([C:18]([NH:20][C:21]3[CH:26]=[CH:25][C:24]([C:27]([F:34])([F:33])[C:28]([O:30]CC)=O)=[CH:23][CH:22]=3)=[O:19])[CH:9]=[CH:8][C:7]1=2.Cl. The product is [OH:3][NH:2][C:28]([C:27]([F:33])([F:34])[C:24]1[CH:23]=[CH:22][C:21]([NH:20][C:18]([C:10]2[CH:9]=[CH:8][C:7]3[C:6]([CH3:5])([CH3:35])[CH2:15][CH2:14][C:13]([CH3:16])([CH3:17])[C:12]=3[CH:11]=2)=[O:19])=[CH:26][CH:25]=1)=[O:30]. The catalyst is CO. The yield is 0.970. (4) The reactants are Cl[C:2]1[CH:3]=[CH:4][C:5](=[O:8])[NH:6][N:7]=1.[NH:9]1[CH2:14][CH2:13][CH:12]([OH:15])[CH2:11][CH2:10]1. The catalyst is CCN(C(C)C)C(C)C. The product is [OH:15][CH:12]1[CH2:13][CH2:14][N:9]([C:2]2[CH:3]=[CH:4][C:5](=[O:8])[NH:6][N:7]=2)[CH2:10][CH2:11]1. The yield is 1.00. (5) The reactants are [C:1]([N:5]1[CH2:14][CH2:13][C:12]2[C:7](=[CH:8][C:9]([N+:17]([O-:19])=[O:18])=[C:10]([O:15][CH3:16])[CH:11]=2)[CH2:6]1)(=[O:4])[CH:2]=[CH2:3].[CH:20]([N:23]1[CH2:28][CH2:27][NH:26][CH2:25][CH2:24]1)([CH3:22])[CH3:21]. The catalyst is CO. The product is [CH3:21][CH:20]([N:23]1[CH2:28][CH2:27][N:26]([CH2:3][CH2:2][C:1]([N:5]2[CH2:14][CH2:13][C:12]3[C:7](=[CH:8][C:9]([N+:17]([O-:19])=[O:18])=[C:10]([O:15][CH3:16])[CH:11]=3)[CH2:6]2)=[O:4])[CH2:25][CH2:24]1)[CH3:22]. The yield is 0.450.